From a dataset of Forward reaction prediction with 1.9M reactions from USPTO patents (1976-2016). Predict the product of the given reaction. Given the reactants [Cl-].O[NH3+:3].[C:4](=[O:7])([O-])[OH:5].[Na+].CS(C)=O.[OH:13][C:14]1([CH2:19][O:20][C@H:21]2[CH2:26][CH2:25][C@H:24]([N:27]3[C:32](=[O:33])[C:31]([CH2:34][C:35]4[CH:40]=[CH:39][C:38]([C:41]5[C:42]([C:47]#[N:48])=[CH:43][CH:44]=[CH:45][CH:46]=5)=[CH:37][CH:36]=4)=[C:30]([CH2:49][CH2:50][CH3:51])[N:29]4[N:52]=[CH:53][N:54]=[C:28]34)[CH2:23][CH2:22]2)[CH2:18][CH2:17][CH2:16][CH2:15]1, predict the reaction product. The product is: [OH:13][C:14]1([CH2:19][O:20][C@H:21]2[CH2:26][CH2:25][C@H:24]([N:27]3[C:32](=[O:33])[C:31]([CH2:34][C:35]4[CH:36]=[CH:37][C:38]([C:41]5[CH:46]=[CH:45][CH:44]=[CH:43][C:42]=5[C:47]5[NH:3][C:4](=[O:7])[O:5][N:48]=5)=[CH:39][CH:40]=4)=[C:30]([CH2:49][CH2:50][CH3:51])[N:29]4[N:52]=[CH:53][N:54]=[C:28]34)[CH2:23][CH2:22]2)[CH2:15][CH2:16][CH2:17][CH2:18]1.